This data is from NCI-60 drug combinations with 297,098 pairs across 59 cell lines. The task is: Regression. Given two drug SMILES strings and cell line genomic features, predict the synergy score measuring deviation from expected non-interaction effect. (1) Cell line: COLO 205. Drug 1: CC1CCC2CC(C(=CC=CC=CC(CC(C(=O)C(C(C(=CC(C(=O)CC(OC(=O)C3CCCCN3C(=O)C(=O)C1(O2)O)C(C)CC4CCC(C(C4)OC)O)C)C)O)OC)C)C)C)OC. Synergy scores: CSS=-13.2, Synergy_ZIP=3.48, Synergy_Bliss=-1.92, Synergy_Loewe=-19.1, Synergy_HSA=-12.3. Drug 2: CCC1(CC2CC(C3=C(CCN(C2)C1)C4=CC=CC=C4N3)(C5=C(C=C6C(=C5)C78CCN9C7C(C=CC9)(C(C(C8N6C)(C(=O)OC)O)OC(=O)C)CC)OC)C(=O)OC)O.OS(=O)(=O)O. (2) Drug 1: COC1=C(C=C2C(=C1)N=CN=C2NC3=CC(=C(C=C3)F)Cl)OCCCN4CCOCC4. Drug 2: CC1C(C(CC(O1)OC2CC(OC(C2O)C)OC3=CC4=CC5=C(C(=O)C(C(C5)C(C(=O)C(C(C)O)O)OC)OC6CC(C(C(O6)C)O)OC7CC(C(C(O7)C)O)OC8CC(C(C(O8)C)O)(C)O)C(=C4C(=C3C)O)O)O)O. Cell line: KM12. Synergy scores: CSS=45.9, Synergy_ZIP=18.2, Synergy_Bliss=18.0, Synergy_Loewe=22.9, Synergy_HSA=20.7. (3) Synergy scores: CSS=9.16, Synergy_ZIP=-0.323, Synergy_Bliss=4.32, Synergy_Loewe=0.398, Synergy_HSA=3.48. Drug 2: C(=O)(N)NO. Cell line: OVCAR3. Drug 1: CC12CCC(CC1=CCC3C2CCC4(C3CC=C4C5=CN=CC=C5)C)O. (4) Drug 1: C#CCC(CC1=CN=C2C(=N1)C(=NC(=N2)N)N)C3=CC=C(C=C3)C(=O)NC(CCC(=O)O)C(=O)O. Drug 2: C(CC(=O)O)C(=O)CN.Cl. Cell line: OVCAR-4. Synergy scores: CSS=8.91, Synergy_ZIP=8.10, Synergy_Bliss=15.1, Synergy_Loewe=12.0, Synergy_HSA=11.4. (5) Drug 1: CC1=CC2C(CCC3(C2CCC3(C(=O)C)OC(=O)C)C)C4(C1=CC(=O)CC4)C. Drug 2: C1=C(C(=O)NC(=O)N1)F. Cell line: MDA-MB-231. Synergy scores: CSS=14.4, Synergy_ZIP=2.88, Synergy_Bliss=5.54, Synergy_Loewe=-9.53, Synergy_HSA=-3.36. (6) Drug 1: CC1CCCC2(C(O2)CC(NC(=O)CC(C(C(=O)C(C1O)C)(C)C)O)C(=CC3=CSC(=N3)C)C)C. Drug 2: N.N.Cl[Pt+2]Cl. Cell line: NCI-H226. Synergy scores: CSS=28.2, Synergy_ZIP=-7.96, Synergy_Bliss=-12.3, Synergy_Loewe=-11.3, Synergy_HSA=-8.23. (7) Drug 1: CC(CN1CC(=O)NC(=O)C1)N2CC(=O)NC(=O)C2. Drug 2: CCC1=C2CN3C(=CC4=C(C3=O)COC(=O)C4(CC)O)C2=NC5=C1C=C(C=C5)O. Cell line: SK-MEL-28. Synergy scores: CSS=17.1, Synergy_ZIP=-8.12, Synergy_Bliss=-1.18, Synergy_Loewe=-11.1, Synergy_HSA=-1.69.